From a dataset of Forward reaction prediction with 1.9M reactions from USPTO patents (1976-2016). Predict the product of the given reaction. (1) Given the reactants [F:1][C:2]1[CH:43]=[CH:42][C:5]([C:6]([NH:8][C:9]2[CH:10]=[C:11]([CH:39]=[CH:40][CH:41]=2)[C:12]([NH:14][C:15]2[C:20]([CH3:21])=[CH:19][C:18]([C:22]([C:28]3[CH:33]=[CH:32][C:31]([C:34]([F:37])([F:36])[F:35])=[CH:30][CH:29]=3)(Cl)[C:23]([F:26])([F:25])[F:24])=[CH:17][C:16]=2[CH3:38])=[O:13])=[O:7])=[CH:4][CH:3]=1.[F-:44].[Cs+], predict the reaction product. The product is: [F:1][C:2]1[CH:43]=[CH:42][C:5]([C:6]([NH:8][C:9]2[CH:10]=[C:11]([CH:39]=[CH:40][CH:41]=2)[C:12]([NH:14][C:15]2[C:20]([CH3:21])=[CH:19][C:18]([C:22]([C:28]3[CH:33]=[CH:32][C:31]([C:34]([F:37])([F:36])[F:35])=[CH:30][CH:29]=3)([F:44])[C:23]([F:26])([F:25])[F:24])=[CH:17][C:16]=2[CH3:38])=[O:13])=[O:7])=[CH:4][CH:3]=1. (2) The product is: [ClH:1].[O:32]1[C:37]2=[CH:38][N:39]=[C:40]([CH2:42][NH:3][CH:4]3[CH2:5][CH2:6][N:7]([CH2:10][CH2:11][N:12]4[C:21]5[C:16](=[N:17][CH:18]=[C:19]([O:22][CH3:23])[CH:20]=5)[CH:15]=[CH:14][C:13]4=[O:24])[CH2:8][CH2:9]3)[CH:41]=[C:36]2[CH2:35][CH2:34][CH2:33]1. Given the reactants [ClH:1].Cl.[NH2:3][CH:4]1[CH2:9][CH2:8][N:7]([CH2:10][CH2:11][N:12]2[C:21]3[C:16](=[N:17][CH:18]=[C:19]([O:22][CH3:23])[CH:20]=3)[CH:15]=[CH:14][C:13]2=[O:24])[CH2:6][CH2:5]1.C(N(CC)CC)C.[O:32]1[C:37]2=[CH:38][N:39]=[C:40]([CH:42]=O)[CH:41]=[C:36]2[CH2:35][CH2:34][CH2:33]1.[BH-](OC(C)=O)(OC(C)=O)OC(C)=O.[Na+].C([O-])(O)=O.[Na+], predict the reaction product. (3) The product is: [NH2:1][C@@H:4]([CH2:9][CH2:10][CH2:11][CH2:12][CH2:13][CH2:14][CH2:15][CH2:16][CH2:17][CH2:18][CH2:19][CH2:20][CH3:21])[CH2:5][C:6]([NH2:8])=[O:7]. Given the reactants [N:1]([C@@H:4]([CH2:9][CH2:10][CH2:11][CH2:12][CH2:13][CH2:14][CH2:15][CH2:16][CH2:17][CH2:18][CH2:19][CH2:20][CH3:21])[CH2:5][C:6]([NH2:8])=[O:7])=[N+]=[N-], predict the reaction product. (4) The product is: [C:27]([C:26]1[CH:29]=[CH:30][C:23]([NH:22][C:12](=[O:14])[C:11]2[CH:15]=[C:7]([CH:1]3[CH2:2][CH2:3][CH2:4][CH2:5][CH2:6]3)[C:8]([O:16][CH2:17][C:18]([F:21])([F:20])[F:19])=[N:9][CH:10]=2)=[CH:24][CH:25]=1)#[N:28]. Given the reactants [CH:1]1([C:7]2[C:8]([O:16][CH2:17][C:18]([F:21])([F:20])[F:19])=[N:9][CH:10]=[C:11]([CH:15]=2)[C:12]([OH:14])=O)[CH2:6][CH2:5][CH2:4][CH2:3][CH2:2]1.[NH2:22][C:23]1[CH:30]=[CH:29][C:26]([C:27]#[N:28])=[CH:25][CH:24]=1, predict the reaction product.